Dataset: Catalyst prediction with 721,799 reactions and 888 catalyst types from USPTO. Task: Predict which catalyst facilitates the given reaction. (1) Reactant: [Cl:1][CH2:2][CH2:3][CH2:4][O:5][C:6]1[CH:11]=[CH:10][C:9]([C:12](=[S:14])[NH2:13])=[CH:8][CH:7]=1.[CH3:15][O:16][C:17](=[O:23])[CH:18](Cl)[C:19]([CH3:21])=O. Product: [Cl:1][CH2:2][CH2:3][CH2:4][O:5][C:6]1[CH:11]=[CH:10][C:9]([C:12]2[S:14][C:18]([C:17]([O:16][CH3:15])=[O:23])=[C:19]([CH3:21])[N:13]=2)=[CH:8][CH:7]=1. The catalyst class is: 138. (2) Reactant: C([N:8]1[CH2:17][CH2:16][C:15]2[C:10](=[CH:11][CH:12]=[N:13][C:14]=2[C:18]2[CH:23]=[CH:22][CH:21]=[CH:20][CH:19]=2)[CH2:9]1)C1C=CC=CC=1.[C:24]([OH:30])([C:26]([F:29])([F:28])[F:27])=[O:25]. Product: [C:18]1([C:14]2[N:13]=[CH:12][CH:11]=[C:10]3[C:15]=2[CH2:16][CH2:17][NH:8][CH2:9]3)[CH:19]=[CH:20][CH:21]=[CH:22][CH:23]=1.[C:24]([OH:30])([C:26]([F:29])([F:28])[F:27])=[O:25]. The catalyst class is: 19. (3) Reactant: [Cl:1][C:2]1[CH:27]=[CH:26][C:5]2[N:6]3[C:10]([CH2:11][NH:12][CH2:13][C:4]=2[CH:3]=1)=[N:9][N:8]=[C:7]3[C@H:14]1[CH2:19][CH2:18][C@H:17]([C:20]2[CH:24]=[C:23]([CH3:25])[O:22][N:21]=2)[CH2:16][CH2:15]1.[CH2:28]([N:30]([CH2:33]C)CC)C.[S:35](Cl)(=[O:38])(=[O:37])N. Product: [CH3:28][N:30]([CH3:33])[S:35]([N:12]1[CH2:11][C:10]2[N:6]([C:7]([C@H:14]3[CH2:15][CH2:16][C@H:17]([C:20]4[CH:24]=[C:23]([CH3:25])[O:22][N:21]=4)[CH2:18][CH2:19]3)=[N:8][N:9]=2)[C:5]2[CH:26]=[CH:27][C:2]([Cl:1])=[CH:3][C:4]=2[CH2:13]1)(=[O:38])=[O:37]. The catalyst class is: 4. (4) Reactant: [Cl:1][C:2]1[CH:7]=[CH:6][CH:5]=[C:4]([Cl:8])[C:3]=1[N:9]1[C:14](=[O:15])[C:13]2[CH:16]=[N:17][C:18]([NH:20][C:21]3[CH:29]=[CH:28][C:24]([C:25](O)=[O:26])=[CH:23][CH:22]=3)=[N:19][C:12]=2[N:11]2[CH:30]=[CH:31][N:32]=[C:10]12.Cl.C(N=C=NCCCN(C)C)C.O.ON1C2C=CC=CC=2N=N1.C(N(C(C)C)CC)(C)C.[CH3:65][N:66]([CH3:73])[CH:67]1[CH2:72][CH2:71][NH:70][CH2:69][CH2:68]1. Product: [Cl:8][C:4]1[CH:5]=[CH:6][CH:7]=[C:2]([Cl:1])[C:3]=1[N:9]1[C:14](=[O:15])[C:13]2[CH:16]=[N:17][C:18]([NH:20][C:21]3[CH:22]=[CH:23][C:24]([C:25]([N:70]4[CH2:71][CH2:72][CH:67]([N:66]([CH3:73])[CH3:65])[CH2:68][CH2:69]4)=[O:26])=[CH:28][CH:29]=3)=[N:19][C:12]=2[N:11]2[CH:30]=[CH:31][N:32]=[C:10]12. The catalyst class is: 42. (5) The catalyst class is: 62. Reactant: [Cl:1][C:2]1[CH:3]=[C:4]([NH:8][C:9]2[N:14]=[C:13]([C:15]3[CH:20]=[CH:19][N:18]=[C:17](Cl)[CH:16]=3)[N:12]=[CH:11][N:10]=2)[CH:5]=[CH:6][CH:7]=1.[CH3:22][O:23][CH2:24][CH:25]([NH2:27])[CH3:26].C1(P(C2C=CC=CC=2)C2C=CC3C(=CC=CC=3)C=2C2C3C(=CC=CC=3)C=CC=2P(C2C=CC=CC=2)C2C=CC=CC=2)C=CC=CC=1.CC(C)([O-])C.[Na+]. Product: [Cl:1][C:2]1[CH:3]=[C:4]([NH:8][C:9]2[N:14]=[C:13]([C:15]3[CH:20]=[CH:19][N:18]=[C:17]([NH:27][CH:25]([CH3:26])[CH2:24][O:23][CH3:22])[CH:16]=3)[N:12]=[CH:11][N:10]=2)[CH:5]=[CH:6][CH:7]=1. (6) Product: [CH:1]([C:4]1[N:8]2[C:9]([CH3:17])=[CH:10][CH:11]=[C:12]([C:13]([OH:15])=[O:14])[C:7]2=[N:6][N:5]=1)([CH3:3])[CH3:2]. Reactant: [CH:1]([C:4]1[N:8]2[C:9]([CH3:17])=[CH:10][CH:11]=[C:12]([C:13]([O:15]C)=[O:14])[C:7]2=[N:6][N:5]=1)([CH3:3])[CH3:2].[OH-].[Na+].Cl. The catalyst class is: 5.